From a dataset of Retrosynthesis with 50K atom-mapped reactions and 10 reaction types from USPTO. Predict the reactants needed to synthesize the given product. (1) Given the product COC(=O)Cc1cnc(NC(c2ccccc2)(c2ccccc2)c2ccccc2)s1, predict the reactants needed to synthesize it. The reactants are: COC(=O)Cc1cnc(N)s1.ClC(c1ccccc1)(c1ccccc1)c1ccccc1. (2) Given the product O=[N+]([O-])c1ccc(-c2nn(-c3ccccc3)cc2C=NO)o1, predict the reactants needed to synthesize it. The reactants are: NO.O=Cc1cn(-c2ccccc2)nc1-c1ccc([N+](=O)[O-])o1. (3) Given the product COc1cc(Nc2cc(C(F)(F)F)cc(Nc3cccc(C(F)(F)F)c3)n2)ccc1-n1cnc(C)c1, predict the reactants needed to synthesize it. The reactants are: COc1cc(Nc2cc(C(F)(F)F)cc(Cl)n2)ccc1-n1cnc(C)c1.Nc1cccc(C(F)(F)F)c1. (4) The reactants are: CCCCCCCCC#Cc1ccc(C=O)cc1.COC(=O)COc1ccc(CN)cc1. Given the product CCCCCCCCC#Cc1ccc(CNCc2ccc(OCC(=O)OC)cc2)cc1, predict the reactants needed to synthesize it. (5) Given the product CCN(CC)[C@H]1C[C@H](CN2C(=O)C(O)(c3ccccc3Cl)c3c2cc(I)cc3C(F)(F)F)C1, predict the reactants needed to synthesize it. The reactants are: CCN(CC)[C@H]1C[C@H](CN2C(=O)C(=O)c3c2cc(I)cc3C(F)(F)F)C1.[Mg+]c1ccccc1Cl. (6) Given the product CCOC(=O)c1c(NC(=O)C(F)(F)F)c2cccnc2n(CC)c1=O, predict the reactants needed to synthesize it. The reactants are: CCOC(=O)c1c(N)c2cccnc2n(CC)c1=O.O=C(OC(=O)C(F)(F)F)C(F)(F)F. (7) Given the product C[SiH](C)OC([C@H]1CNC[C@@H]1c1ccccc1)C(C)(C)C, predict the reactants needed to synthesize it. The reactants are: C[SiH](C)OC([C@H]1CN(Cc2ccccc2)C[C@@H]1c1ccccc1)C(C)(C)C. (8) Given the product O=C(NCCc1c[nH]c2ccc(Cl)cc12)c1cccc(I)c1, predict the reactants needed to synthesize it. The reactants are: NCCc1c[nH]c2ccc(Cl)cc12.O=C(Cl)c1cccc(I)c1. (9) The reactants are: C=Cc1ccccc1.N#Cc1ccc2cc(OS(=O)(=O)C(F)(F)F)ccc2c1. Given the product N#Cc1ccc2cc(/C=C/c3ccccc3)ccc2c1, predict the reactants needed to synthesize it. (10) The reactants are: COc1cc([N+](=O)[O-])ccc1-n1cnc(CO)c1. Given the product COc1cc(N)ccc1-n1cnc(CO)c1, predict the reactants needed to synthesize it.